From a dataset of Peptide-MHC class I binding affinity with 185,985 pairs from IEDB/IMGT. Regression. Given a peptide amino acid sequence and an MHC pseudo amino acid sequence, predict their binding affinity value. This is MHC class I binding data. (1) The peptide sequence is TGRQTALFL. The MHC is Mamu-B3901 with pseudo-sequence Mamu-B3901. The binding affinity (normalized) is 0.471. (2) The peptide sequence is HCIDKTPGL. The MHC is HLA-A02:11 with pseudo-sequence HLA-A02:11. The binding affinity (normalized) is 0.370. (3) The peptide sequence is ALYLLDGLR. The MHC is HLA-A26:02 with pseudo-sequence HLA-A26:02. The binding affinity (normalized) is 0.0847. (4) The peptide sequence is LLQEKYGLI. The MHC is HLA-A31:01 with pseudo-sequence HLA-A31:01. The binding affinity (normalized) is 0. (5) The peptide sequence is NSIQRRTL. The MHC is H-2-Kb with pseudo-sequence H-2-Kb. The binding affinity (normalized) is 0. (6) The MHC is HLA-B15:17 with pseudo-sequence HLA-B15:17. The peptide sequence is KLEYLAPSY. The binding affinity (normalized) is 0.368.